Dataset: Full USPTO retrosynthesis dataset with 1.9M reactions from patents (1976-2016). Task: Predict the reactants needed to synthesize the given product. (1) Given the product [C:13]([N:14]=[C:10]([N:40]1[CH2:39][CH2:38][N:37]([CH2:36][C@@H:32]2[CH2:33][CH2:34][CH2:35][N:30]([CH2:28][CH3:29])[CH2:31]2)[CH2:42][CH2:41]1)[NH:9][C:4]1[CH:5]=[CH:6][C:7]([Cl:8])=[C:2]([Cl:1])[CH:3]=1)#[N:12], predict the reactants needed to synthesize it. The reactants are: [Cl:1][C:2]1[CH:3]=[C:4]([N:9]=[C:10]=S)[CH:5]=[CH:6][C:7]=1[Cl:8].[N:12]#[C:13][NH2:14].[Na].Cl.CN(C)CCCN=C=NCC.[CH2:28]([N:30]1[CH2:35][CH2:34][CH2:33][C@@H:32]([CH2:36][N:37]2[CH2:42][CH2:41][NH:40][CH2:39][CH2:38]2)[CH2:31]1)[CH3:29]. (2) Given the product [C:18]1(=[O:19])[O:20][C:15](=[O:23])[CH:16]=[CH:17]1.[CH:22]([O:23][CH3:1])=[CH2:21].[C:1]1([N:14]2[C:18](=[O:19])[CH:17]=[CH:16][C:15]2=[O:20])[CH:6]=[CH:5][CH:4]=[C:3]([N:7]2[C:11](=[O:12])[CH:10]=[CH:9][C:8]2=[O:13])[CH:2]=1, predict the reactants needed to synthesize it. The reactants are: [C:1]1([N:14]2[C:18](=[O:19])[CH:17]=[CH:16][C:15]2=[O:20])[CH:6]=[CH:5][CH:4]=[C:3]([N:7]2[C:11](=[O:12])[CH:10]=[CH:9][C:8]2=[O:13])[CH:2]=1.[CH3:21][C:22](C)=[O:23]. (3) Given the product [Cl:2][C:3]1[C:4]2[C:5]3[C:6](=[C:20]([CH3:23])[O:21][N:22]=3)[C:7](=[O:19])[N:8]([CH:13]3[CH2:18][CH2:17][CH2:16][N:15]([C:62](=[O:47])[CH2:63][O:33][C:32]4[CH:42]=[N:41][CH:40]=[CH:39][CH:38]=4)[CH2:14]3)[C:9]=2[CH:10]=[CH:11][CH:12]=1, predict the reactants needed to synthesize it. The reactants are: I.[Cl:2][C:3]1[C:4]2[C:5]3[C:6](=[C:20]([CH3:23])[O:21][N:22]=3)[C:7](=[O:19])[N:8]([CH:13]3[CH2:18][CH2:17][CH2:16][NH:15][CH2:14]3)[C:9]=2[CH:10]=[CH:11][CH:12]=1.N1C=CC=CC=1CC[C:32](O)=[O:33].Cl.CN(C)[CH2:38][CH2:39][CH2:40][N:41]=[C:42]=NCC.[OH:47]N1C2N=CC=CC=2N=N1.C(N([CH2:62][CH3:63])CC)C. (4) Given the product [NH2:1][C:2]1[S:3][C:4]([C:17]2[CH:22]=[CH:21][CH:20]=[C:19]([F:23])[CH:18]=2)=[C:5]([C:7]([N:9]2[CH2:14][C@H:13]3[C@H:11]([CH2:12]3)[C@H:10]2[CH2:15][NH:16][C:34]([C:25]2[CH:26]=[CH:27][C:28]3[C:33](=[CH:32][CH:31]=[CH:30][CH:29]=3)[N:24]=2)=[O:35])=[O:8])[N:6]=1, predict the reactants needed to synthesize it. The reactants are: [NH2:1][C:2]1[S:3][C:4]([C:17]2[CH:22]=[CH:21][CH:20]=[C:19]([F:23])[CH:18]=2)=[C:5]([C:7]([N:9]2[CH2:14][C@H:13]3[C@H:11]([CH2:12]3)[C@H:10]2[CH2:15][NH2:16])=[O:8])[N:6]=1.[N:24]1[C:33]2[C:28](=[CH:29][CH:30]=[CH:31][CH:32]=2)[CH:27]=[CH:26][C:25]=1[C:34](O)=[O:35]. (5) The reactants are: ClC(Cl)(Cl)[C:3]([C:5]1[N:14]2[C:8]([CH2:9][N:10]([C:19](=[O:29])[CH2:20][S:21][C:22]3[CH:27]=[CH:26][C:25]([Br:28])=[CH:24][CH:23]=3)[C:11]3[CH:18]=[CH:17][CH:16]=[CH:15][C:12]=3[CH2:13]2)=[CH:7][CH:6]=1)=[O:4].[O:32]1[C:36]2[CH:37]=[CH:38][C:39]([CH2:41][NH2:42])=[CH:40][C:35]=2[O:34][CH2:33]1. Given the product [O:32]1[C:36]2[CH:37]=[CH:38][C:39]([CH2:41][NH:42][C:3]([C:5]3[N:14]4[C:8]([CH2:9][N:10]([C:19](=[O:29])[CH2:20][S:21][C:22]5[CH:23]=[CH:24][C:25]([Br:28])=[CH:26][CH:27]=5)[C:11]5[CH:18]=[CH:17][CH:16]=[CH:15][C:12]=5[CH2:13]4)=[CH:7][CH:6]=3)=[O:4])=[CH:40][C:35]=2[O:34][CH2:33]1, predict the reactants needed to synthesize it.